From a dataset of Reaction yield outcomes from USPTO patents with 853,638 reactions. Predict the reaction yield, written as a fraction of the theoretical maximum amount of product (1.0 means a 100% yield; for example, 0.34 means a 34% yield). The reactants are [OH:1][C:2]1[CH:7]=[CH:6][CH:5]=[CH:4][C:3]=1[C:8](/[C:10](=[CH:18]\[C:19]1[CH:24]=[CH:23][C:22]([CH3:25])=[CH:21][CH:20]=1)/C(OC(C)(C)C)=O)=[O:9].C1(C)C=CC(S(O)(=O)=O)=CC=1. The catalyst is NC(N)=S.C1(C)C=CC=CC=1. The product is [C:22]1([CH3:25])[CH:23]=[CH:24][C:19]([C@H:18]2[CH2:10][C:8](=[O:9])[C:3]3[C:2](=[CH:7][CH:6]=[CH:5][CH:4]=3)[O:1]2)=[CH:20][CH:21]=1. The yield is 0.830.